This data is from Reaction yield outcomes from USPTO patents with 853,638 reactions. The task is: Predict the reaction yield, written as a fraction of the theoretical maximum amount of product (1.0 means a 100% yield; for example, 0.34 means a 34% yield). (1) The reactants are CS(C)=O.[F:5][C:6]1[CH:19]=[C:18](/[CH:20]=[CH:21]/[N+:22]([O-:24])=[O:23])[CH:17]=[CH:16][C:7]=1[O:8][CH2:9][C:10]1[CH:15]=[CH:14][CH:13]=[CH:12][N:11]=1.C(O)(=O)C.[BH4-].[Na+]. The catalyst is O. The product is [F:5][C:6]1[CH:19]=[C:18]([CH2:20][CH2:21][N+:22]([O-:24])=[O:23])[CH:17]=[CH:16][C:7]=1[O:8][CH2:9][C:10]1[CH:15]=[CH:14][CH:13]=[CH:12][N:11]=1. The yield is 0.498. (2) The reactants are [NH2:1][C:2]1[C:7]([OH:8])=[C:6]([F:9])[C:5]([C:10]2[CH:15]=[CH:14][CH:13]=[CH:12][CH:11]=2)=[C:4]([CH3:16])[C:3]=1[C:17]#[N:18].CO[CH2:21][C:22]([O:24][CH2:25][CH3:26])=[O:23]. The catalyst is CCCCCC. The product is [CH2:25]([O:24][C:22]([C:21]1[O:8][C:7]2[C:6]([F:9])=[C:5]([C:10]3[CH:15]=[CH:14][CH:13]=[CH:12][CH:11]=3)[C:4]([CH3:16])=[C:3]([C:17]#[N:18])[C:2]=2[N:1]=1)=[O:23])[CH3:26]. The yield is 0.960. (3) The reactants are [Cl:1][C:2]1[CH:3]=[C:4]([CH:8]=[CH:9][C:10]=1[O:11][CH2:12][CH2:13][CH3:14])[C:5]([OH:7])=O.O[NH:16][C:17](=[NH:29])[C:18]1[CH:23]=[CH:22][C:21]([O:24][CH:25]([CH3:27])[CH3:26])=[C:20]([I:28])[CH:19]=1.C(Cl)CCl.CCCC[N+](CCCC)(CCCC)CCCC.[F-]. The catalyst is CN(C=O)C.C1COCC1.O. The product is [Cl:1][C:2]1[CH:3]=[C:4]([C:5]2[O:7][N:16]=[C:17]([C:18]3[CH:23]=[CH:22][C:21]([O:24][CH:25]([CH3:26])[CH3:27])=[C:20]([I:28])[CH:19]=3)[N:29]=2)[CH:8]=[CH:9][C:10]=1[O:11][CH2:12][CH2:13][CH3:14]. The yield is 0.474. (4) The reactants are C([O:3][C:4](=[O:40])[CH2:5][C:6]1[C:7]2[CH:14]=[CH:13][C:12]([C:15]3[CH:20]=[CH:19][C:18]([O:21][CH2:22][C:23]4[N:24]([C:31]5[C:36]([Cl:37])=[CH:35][CH:34]=[CH:33][C:32]=5[Cl:38])[N:25]=[CH:26][C:27]=4[CH:28]([CH3:30])[CH3:29])=[CH:17][C:16]=3[CH3:39])=[CH:11][C:8]=2[S:9][CH:10]=1)C.[OH-].[Na+]. The catalyst is O1CCCC1.CO. The product is [Cl:37][C:36]1[CH:35]=[CH:34][CH:33]=[C:32]([Cl:38])[C:31]=1[N:24]1[C:23]([CH2:22][O:21][C:18]2[CH:19]=[CH:20][C:15]([C:12]3[CH:13]=[CH:14][C:7]4[C:6]([CH2:5][C:4]([OH:40])=[O:3])=[CH:10][S:9][C:8]=4[CH:11]=3)=[C:16]([CH3:39])[CH:17]=2)=[C:27]([CH:28]([CH3:30])[CH3:29])[CH:26]=[N:25]1. The yield is 0.680. (5) The reactants are [CH3:1][O:2][C:3]1[CH:4]=[C:5]([CH:7]=[CH:8][CH:9]=1)[NH2:6].[N:10]1[CH:15]=[CH:14][CH:13]=[CH:12][C:11]=1[C:16](O)=[O:17].CCN=C=NCCCN(C)C.Cl.CCN(CC)CC.OC1C2N=NNC=2C=CC=1. The yield is 0.900. The product is [CH3:1][O:2][C:3]1[CH:4]=[C:5]([NH:6][C:16](=[O:17])[C:11]2[CH:12]=[CH:13][CH:14]=[CH:15][N:10]=2)[CH:7]=[CH:8][CH:9]=1. The catalyst is C(Cl)Cl. (6) The reactants are [N:1]1[N:2]=[C:3]([C:10]2[CH:19]=[CH:18][C:17]3[C:12](=[C:13]([O:21][C@H:22]4[C@@H:28]([F:29])[CH2:27][CH2:26][N:25](C(OC(C)(C)C)=O)[CH2:24][CH2:23]4)[CH:14]=[C:15]([F:20])[CH:16]=3)[N:11]=2)[N:4]2[CH:9]=[CH:8][CH:7]=[CH:6][C:5]=12.Cl. The catalyst is C(Cl)(Cl)Cl. The product is [N:1]1[N:2]=[C:3]([C:10]2[CH:19]=[CH:18][C:17]3[C:12](=[C:13]([O:21][C@H:22]4[C@@H:28]([F:29])[CH2:27][CH2:26][NH:25][CH2:24][CH2:23]4)[CH:14]=[C:15]([F:20])[CH:16]=3)[N:11]=2)[N:4]2[CH:9]=[CH:8][CH:7]=[CH:6][C:5]=12. The yield is 0.850. (7) The yield is 0.930. The reactants are [CH3:1][O:2][C:3]1[CH:25]=[CH:24][C:6]([CH2:7][NH:8][C:9]2[CH:14]=[C:13]([O:15][C:16]3[CH:21]=[CH:20][C:19]([NH2:22])=[CH:18][C:17]=3[F:23])[N:12]=[CH:11][N:10]=2)=[CH:5][CH:4]=1.[F:26][C:27]1[CH:32]=[CH:31][C:30]([CH2:33][C:34]([N:36]=[C:37]=[O:38])=[O:35])=[CH:29][CH:28]=1.C1(C)C=CC=CC=1. The product is [CH3:1][O:2][C:3]1[CH:4]=[CH:5][C:6]([CH2:7][NH:8][C:9]2[N:10]=[CH:11][N:12]=[C:13]([O:15][C:16]3[CH:21]=[CH:20][C:19]([NH:22][C:37]([NH:36][C:34](=[O:35])[CH2:33][C:30]4[CH:31]=[CH:32][C:27]([F:26])=[CH:28][CH:29]=4)=[O:38])=[CH:18][C:17]=3[F:23])[CH:14]=2)=[CH:24][CH:25]=1. The catalyst is C1COCC1. (8) The reactants are CC(C)=O.[F:5][C:6]1[CH:11]=[CH:10][CH:9]=[C:8]([F:12])[C:7]=1[N:13]1[C:18]2[N:19]=[C:20]([NH:38][CH2:39][C:40]3[NH:41][CH:42]=[CH:43][N:44]=3)[N:21]=[C:22]([C:23]3[CH:24]=[C:25]([CH:34]=[CH:35][C:36]=3[CH3:37])[C:26]([NH:28][C:29]3[S:30][CH:31]=[CH:32][N:33]=3)=[O:27])[C:17]=2[CH:16]=[CH:15][C:14]1=[O:45].[ClH:46]. The catalyst is O1CCOCC1. The product is [ClH:46].[F:5][C:6]1[CH:11]=[CH:10][CH:9]=[C:8]([F:12])[C:7]=1[N:13]1[C:18]2[N:19]=[C:20]([NH:38][CH2:39][C:40]3[NH:44][CH:43]=[CH:42][N:41]=3)[N:21]=[C:22]([C:23]3[CH:24]=[C:25]([CH:34]=[CH:35][C:36]=3[CH3:37])[C:26]([NH:28][C:29]3[S:30][CH:31]=[CH:32][N:33]=3)=[O:27])[C:17]=2[CH:16]=[CH:15][C:14]1=[O:45]. The yield is 0.581.